Dataset: Catalyst prediction with 721,799 reactions and 888 catalyst types from USPTO. Task: Predict which catalyst facilitates the given reaction. (1) Product: [C:1]([C:5]1[N:6]([C:20]([OH:22])=[O:21])[C:7]2[C:12]([CH:13]=1)=[CH:11][C:10]([Br:14])=[C:9]([C:15]([F:17])([F:18])[F:16])[C:8]=2[CH:19]=[O:29])([CH3:4])([CH3:2])[CH3:3]. The catalyst class is: 53. Reactant: [C:1]([C:5]1[N:6]([C:20]([OH:22])=[O:21])[C:7]2[C:12]([CH:13]=1)=[CH:11][C:10]([Br:14])=[C:9]([C:15]([F:18])([F:17])[F:16])[C:8]=2[CH3:19])([CH3:4])([CH3:3])[CH3:2].BrN1C(=[O:29])CCC1=O.N(C(C)(C)C#N)=NC(C)(C)C#N. (2) Reactant: [F:1][C:2]([F:14])([F:13])[S:3]([NH:6][CH2:7][CH2:8][CH2:9][C:10](Cl)=[O:11])(=[O:5])=[O:4].[C:15]([O:19][C:20](=[O:48])[NH:21][C:22]([C:24]1[S:25][C:26]([S:46][CH3:47])=[C:27]([S:29]([C:32]2[CH:33]=[C:34]([C:38]3[C:43]([CH3:44])=[CH:42][CH:41]=[CH:40][C:39]=3[NH2:45])[CH:35]=[CH:36][CH:37]=2)(=[O:31])=[O:30])[CH:28]=1)=[NH:23])([CH3:18])([CH3:17])[CH3:16]. Product: [C:15]([O:19][C:20](=[O:48])[NH:21][C:22](=[NH:23])[C:24]1[S:25][C:26]([S:46][CH3:47])=[C:27]([S:29]([C:32]2[CH:33]=[C:34]([C:38]3[C:43]([CH3:44])=[CH:42][CH:41]=[CH:40][C:39]=3[NH:45][C:10](=[O:11])[CH2:9][CH2:8][CH2:7][NH:6][S:3]([C:2]([F:14])([F:13])[F:1])(=[O:5])=[O:4])[CH:35]=[CH:36][CH:37]=2)(=[O:30])=[O:31])[CH:28]=1)([CH3:16])([CH3:18])[CH3:17]. The catalyst class is: 4. (3) Reactant: [C:1]([C:3]1[CH:4]=[C:5]([NH:22][C:23]2[N:28]=[C:27]([N:29](CC)[CH2:30][C:31]3C=CC(OC)=CC=3)[C:26]3=[N:41][CH:42]=[C:43]([C:44]#[N:45])[N:25]3[N:24]=2)[C:6]([F:21])=[C:7]([N:9]2[CH2:14][CH2:13][C@@H:12]([NH:15][C:16](=[O:19])[O:17][CH3:18])[C@H:11]([OH:20])[CH2:10]2)[CH:8]=1)#[N:2].C1(OC)C=CC=CC=1.C(O)(C(F)(F)F)=O. The catalyst class is: 26. Product: [C:1]([C:3]1[CH:4]=[C:5]([NH:22][C:23]2[N:28]=[C:27]([NH:29][CH2:30][CH3:31])[C:26]3=[N:41][CH:42]=[C:43]([C:44]#[N:45])[N:25]3[N:24]=2)[C:6]([F:21])=[C:7]([N:9]2[CH2:14][CH2:13][C@@H:12]([NH:15][C:16](=[O:19])[O:17][CH3:18])[C@H:11]([OH:20])[CH2:10]2)[CH:8]=1)#[N:2]. (4) Reactant: I[C:2]1[CH:7]=[CH:6][CH:5]=[CH:4][CH:3]=1.[C:8]1(OB(O)O)[CH:13]=[CH:12][CH:11]=[CH:10][CH:9]=1.C([O-])([O-])=O.[K+].[K+]. Product: [C:2]1([C:8]2[CH:13]=[CH:12][CH:11]=[CH:10][CH:9]=2)[CH:7]=[CH:6][CH:5]=[CH:4][CH:3]=1. The catalyst class is: 97. (5) Reactant: [NH2:1][C:2]1[CH:7]=[CH:6][N:5]=[CH:4][C:3]=1[NH:8][CH:9]1[CH2:14][CH2:13][N:12](CC2C=CC=CC=2)[CH2:11][CH2:10]1.[C:22](N1C=CN=C1)(N1C=CN=C1)=[O:23]. Product: [O:23]=[C:22]1[N:8]([CH:9]2[CH2:10][CH2:11][NH:12][CH2:13][CH2:14]2)[C:3]2[CH:4]=[N:5][CH:6]=[CH:7][C:2]=2[NH:1]1. The catalyst class is: 7.